This data is from Reaction yield outcomes from USPTO patents with 853,638 reactions. The task is: Predict the reaction yield, written as a fraction of the theoretical maximum amount of product (1.0 means a 100% yield; for example, 0.34 means a 34% yield). (1) The reactants are [CH3:1][C:2]1[C:16](=[O:17])[N:15]=[C:14]2[N:4]([C@@H:5]3[O:9][C@H:8]([CH2:10][OH:11])[C@@H:7]([OH:12])[C@@H:6]3[O:13]2)[CH:3]=1.[CH3:18][O:19][CH2:20][CH2:21][O:22]B([O:22][CH2:21][CH2:20][O:19][CH3:18])[O:22][CH2:21][CH2:20][O:19][CH3:18]. The catalyst is COCCO. The product is [CH3:18][O:19][CH2:20][CH2:21][O:22][C@@H:6]1[C@H:7]([OH:12])[C@@H:8]([CH2:10][OH:11])[O:9][C@H:5]1[N:4]1[CH:3]=[C:2]([CH3:1])[C:16](=[O:17])[NH:15][C:14]1=[O:13]. The yield is 0.630. (2) The reactants are [Li+].CC([N-]C(C)C)C.[Br:9][C:10]1[CH:11]=[N:12][CH:13]=[C:14]([F:16])[CH:15]=1.[Cl:17][CH2:18][CH2:19][CH2:20]I. The catalyst is C1COCC1. The product is [Br:9][C:10]1[CH:11]=[N:12][CH:13]=[C:14]([F:16])[C:15]=1[CH2:20][CH2:19][CH2:18][Cl:17]. The yield is 0.710. (3) The reactants are C(OC(=O)N[C@@H]1[C@H](N[C:15]2[N:16]=[CH:17][C:18]3[S:23][CH:22]=[C:21]([C:24](=[O:34])[NH:25][C:26]4[CH:31]=[CH:30][C:29]([CH3:32])=[C:28]([CH3:33])[N:27]=4)[C:19]=3[N:20]=2)CCOC1)(C)(C)C. The catalyst is C(O)(C(F)(F)F)=O.ClCCl. The product is [CH3:32][C:29]1[CH:30]=[CH:31][C:26]([NH:25][C:24]([C:21]2[C:19]3[N:20]=[CH:15][N:16]=[CH:17][C:18]=3[S:23][CH:22]=2)=[O:34])=[N:27][C:28]=1[CH3:33]. The yield is 0.503. (4) The reactants are [H-].[Na+].Cl.[OH:4][CH2:5][C:6]1[C:7]([CH3:14])=[C:8]([OH:13])[C:9]([CH3:12])=[N:10][CH:11]=1.[Cl:15][C:16]1[CH:21]=[C:20]([N+]([O-])=O)[CH:19]=[CH:18][N:17]=1. The yield is 0.790. The catalyst is CN(C=O)C.O. The product is [Cl:15][C:16]1[CH:21]=[C:20]([O:13][C:8]2[C:7]([CH3:14])=[C:6]([CH2:5][OH:4])[CH:11]=[N:10][C:9]=2[CH3:12])[CH:19]=[CH:18][N:17]=1. (5) The reactants are Br[C:2]1[CH:3]=[CH:4][C:5]([N:8]([CH2:26][C:27]2[CH:32]=[CH:31][C:30]([C:33]([F:36])([F:35])[F:34])=[CH:29][CH:28]=2)[CH2:9][CH2:10][C:11]2[CH:25]=[CH:24][C:14]([O:15][C:16]([CH3:23])([CH3:22])[C:17]([O:19][CH2:20][CH3:21])=[O:18])=[CH:13][CH:12]=2)=[N:6][CH:7]=1.[CH:37]([Sn](CCCC)(CCCC)CCCC)=[CH2:38].[Cl-].[Li+].[F-].[K+]. The catalyst is C1(C)C=CC=CC=1.C(OCC)(=O)C.O.C1C=CC([P]([Pd]([P](C2C=CC=CC=2)(C2C=CC=CC=2)C2C=CC=CC=2)([P](C2C=CC=CC=2)(C2C=CC=CC=2)C2C=CC=CC=2)[P](C2C=CC=CC=2)(C2C=CC=CC=2)C2C=CC=CC=2)(C2C=CC=CC=2)C2C=CC=CC=2)=CC=1.C(C1C=C(C)C=C(C(C)(C)C)C=1O)(C)(C)C. The yield is 0.520. The product is [CH3:22][C:16]([O:15][C:14]1[CH:24]=[CH:25][C:11]([CH2:10][CH2:9][N:8]([CH2:26][C:27]2[CH:32]=[CH:31][C:30]([C:33]([F:36])([F:35])[F:34])=[CH:29][CH:28]=2)[C:5]2[CH:4]=[CH:3][C:2]([CH:37]=[CH2:38])=[CH:7][N:6]=2)=[CH:12][CH:13]=1)([CH3:23])[C:17]([O:19][CH2:20][CH3:21])=[O:18]. (6) The reactants are C([O:8][CH2:9][CH:10]([O:20][CH2:21][N:22]1[CH:29]=[C:28]([I:30])[C:26](=[O:27])[NH:25][C:23]1=[O:24])[CH2:11][O:12]CC1C=CC=CC=1)C1C=CC=CC=1.B(Cl)(Cl)Cl.CO.[NH4+].[OH-]. The catalyst is C(Cl)Cl. The product is [OH:12][CH2:11][CH:10]([O:20][CH2:21][N:22]1[CH:29]=[C:28]([I:30])[C:26](=[O:27])[NH:25][C:23]1=[O:24])[CH2:9][OH:8]. The yield is 0.650. (7) The reactants are Br[C:2]1[N:3]=[C:4]([CH:24]2[CH2:29][CH2:28][CH2:27][CH2:26][CH2:25]2)[N:5]2[C:10]3[CH:11]=[CH:12][N:13]([S:14]([C:17]4[CH:23]=[CH:22][C:20]([CH3:21])=[CH:19][CH:18]=4)(=[O:16])=[O:15])[C:9]=3[N:8]=[CH:7][C:6]=12.C(Cl)Cl.CC1(C)C(C)(C)OB(/[CH:41]=[CH:42]/[C:43]([O:45][CH2:46][CH3:47])=[O:44])O1.C([O-])([O-])=O.[Na+].[Na+]. The catalyst is C1COCC1.C1C=CC(P(C2C=CC=CC=2)[C-]2C=CC=C2)=CC=1.C1C=CC(P(C2C=CC=CC=2)[C-]2C=CC=C2)=CC=1.Cl[Pd]Cl.[Fe+2].O. The product is [CH:24]1([C:4]2[N:5]3[C:10]4[CH:11]=[CH:12][N:13]([S:14]([C:17]5[CH:18]=[CH:19][C:20]([CH3:21])=[CH:22][CH:23]=5)(=[O:15])=[O:16])[C:9]=4[N:8]=[CH:7][C:6]3=[C:2](/[CH:41]=[CH:42]/[C:43]([O:45][CH2:46][CH3:47])=[O:44])[N:3]=2)[CH2:29][CH2:28][CH2:27][CH2:26][CH2:25]1. The yield is 0.700.